From a dataset of Aqueous solubility values for 9,982 compounds from the AqSolDB database. Regression/Classification. Given a drug SMILES string, predict its absorption, distribution, metabolism, or excretion properties. Task type varies by dataset: regression for continuous measurements (e.g., permeability, clearance, half-life) or binary classification for categorical outcomes (e.g., BBB penetration, CYP inhibition). For this dataset (solubility_aqsoldb), we predict Y. (1) The molecule is Oc1ccc(-c2ccccc2)cc1O. The Y is -2.07 log mol/L. (2) The molecule is CC[NH+](C)CC. The Y is 0.713 log mol/L. (3) The molecule is CNC(=O)C(C)SCCSP(=O)(OC)OC. The Y is 0.540 log mol/L. (4) The molecule is CC(=O)OO. The Y is 1.12 log mol/L. (5) The Y is -5.64 log mol/L. The drug is ClC1=C(Cl)C2(Cl)C3CC=CC3C1(Cl)C2(Cl)Cl.